This data is from Reaction yield outcomes from USPTO patents with 853,638 reactions. The task is: Predict the reaction yield, written as a fraction of the theoretical maximum amount of product (1.0 means a 100% yield; for example, 0.34 means a 34% yield). (1) The product is [C:5](/[N:6]=[C:8](\[S:9][CH3:1])/[NH:7][C:10]1[CH:15]=[CH:14][CH:13]=[C:12]([S:16]([CH3:19])(=[O:18])=[O:17])[CH:11]=1)#[N:4]. The reactants are [CH3:1][O-].[Na+].[N:4]#[C:5][NH2:6].[N:7]([C:10]1[CH:15]=[CH:14][CH:13]=[C:12]([S:16]([CH3:19])(=[O:18])=[O:17])[CH:11]=1)=[C:8]=[S:9].IC. The yield is 0.250. No catalyst specified. (2) The yield is 0.810. The reactants are [OH-].[Na+].[Br:3][C:4]1[CH:9]=[CH:8][N:7]=[C:6]2[NH:10][CH:11]=[CH:12][C:5]=12.[S:13](Cl)([C:16]1[CH:22]=[CH:21][C:19]([CH3:20])=[CH:18][CH:17]=1)(=[O:15])=[O:14]. The catalyst is S([O-])(O)(=O)=O.C([N+](CCCC)(CCCC)CCCC)CCC.C(Cl)Cl. The product is [Br:3][C:4]1[CH:9]=[CH:8][N:7]=[C:6]2[N:10]([S:13]([C:16]3[CH:22]=[CH:21][C:19]([CH3:20])=[CH:18][CH:17]=3)(=[O:15])=[O:14])[CH:11]=[CH:12][C:5]=12. (3) The reactants are [N:1]1[CH:6]=[CH:5][CH:4]=[CH:3][C:2]=1[C:7]([OH:9])=O.[Br-].[Na+].[CH3:12][OH:13].S(Cl)([Cl:16])=O. No catalyst specified. The product is [CH3:12][O:13][C:7](=[O:9])[C:2]1[CH:3]=[C:4]([Cl:16])[CH:5]=[CH:6][N:1]=1. The yield is 0.640.